Task: Predict which catalyst facilitates the given reaction.. Dataset: Catalyst prediction with 721,799 reactions and 888 catalyst types from USPTO (1) Reactant: Br[C:2]1[CH:7]=[CH:6][C:5]([F:8])=[CH:4][N:3]=1.C([Mg]Cl)(C)C.[CH2:14]([N:17]([CH2:25][C:26]([N:28]([O:30]C)C)=O)[C:18](=[O:24])[O:19][C:20]([CH3:23])([CH3:22])[CH3:21])[CH:15]=[CH2:16].NO. Product: [CH2:14]([N:17]([CH2:25][C:26]([C:2]1[CH:7]=[CH:6][C:5]([F:8])=[CH:4][N:3]=1)=[N:28][OH:30])[C:18](=[O:24])[O:19][C:20]([CH3:21])([CH3:22])[CH3:23])[CH:15]=[CH2:16]. The catalyst class is: 7. (2) Reactant: [CH3:1][C:2]1([CH3:22])[CH2:7][NH:6][CH:5]([CH2:8][C:9]([NH:11][C:12]2[CH:17]=[CH:16][C:15]([CH:18]([CH3:20])[CH3:19])=[CH:14][CH:13]=2)=[O:10])[C:4](=[O:21])[O:3]1.C(O[C:26]1(O[Si](C)(C)C)[CH2:28][CH2:27]1)C.C([BH3-])#N.[Na+].C(O)(=O)C. Product: [CH:26]1([N:6]2[CH2:7][C:2]([CH3:1])([CH3:22])[O:3][C:4](=[O:21])[CH:5]2[CH2:8][C:9]([NH:11][C:12]2[CH:17]=[CH:16][C:15]([CH:18]([CH3:19])[CH3:20])=[CH:14][CH:13]=2)=[O:10])[CH2:28][CH2:27]1. The catalyst class is: 54. (3) Reactant: C[O:2][C:3](=[O:31])[CH:4]([NH:11][C:12]([CH:14]1[CH2:17][CH:16]([NH:18][C@@H:19]([C:21]2[C:30]3[C:25](=[CH:26][CH:27]=[CH:28][CH:29]=3)[CH:24]=[CH:23][CH:22]=2)[CH3:20])[CH2:15]1)=[O:13])[C:5]1[CH:10]=[CH:9][CH:8]=[CH:7][CH:6]=1.O.[Li+].[OH-].Cl. Product: [C:21]1([C@H:19]([NH:18][CH:16]2[CH2:15][CH:14]([C:12]([NH:11][CH:4]([C:5]3[CH:10]=[CH:9][CH:8]=[CH:7][CH:6]=3)[C:3]([OH:31])=[O:2])=[O:13])[CH2:17]2)[CH3:20])[C:30]2[C:25](=[CH:26][CH:27]=[CH:28][CH:29]=2)[CH:24]=[CH:23][CH:22]=1. The catalyst class is: 5. (4) Reactant: [CH:1]1([NH:4][C:5]2[C:10]([C:11]([NH2:13])=[O:12])=[CH:9][N:8]=[C:7]([NH:14][C:15]3[CH:20]=[CH:19][C:18]([CH:21]4[CH2:26][CH2:25][NH:24][CH2:23][CH2:22]4)=[CH:17][CH:16]=3)[N:6]=2)[CH2:3][CH2:2]1.[C:27]([CH2:29][C:30](O)=[O:31])#[N:28].CCN(C(C)C)C(C)C.F[P-](F)(F)(F)(F)F.N1(O[P+](N(C)C)(N(C)C)N(C)C)C2C=CC=CC=2N=N1. Product: [C:27]([CH2:29][C:30]([N:24]1[CH2:25][CH2:26][CH:21]([C:18]2[CH:19]=[CH:20][C:15]([NH:14][C:7]3[N:6]=[C:5]([NH:4][CH:1]4[CH2:3][CH2:2]4)[C:10]([C:11]([NH2:13])=[O:12])=[CH:9][N:8]=3)=[CH:16][CH:17]=2)[CH2:22][CH2:23]1)=[O:31])#[N:28]. The catalyst class is: 3. (5) Reactant: [CH2:1]([C:3]1[C:4]([OH:12])=[C:5]([CH3:11])[CH:6]=[C:7]([CH:10]=1)[CH:8]=[O:9])[CH3:2].[F:13][C:14]([F:27])([F:26])[S:15](O[S:15]([C:14]([F:27])([F:26])[F:13])(=[O:17])=[O:16])(=[O:17])=[O:16]. Product: [CH2:1]([C:3]1[CH:10]=[C:7]([CH:8]=[O:9])[CH:6]=[C:5]([CH3:11])[C:4]=1[O:12][S:15]([C:14]([F:27])([F:26])[F:13])(=[O:17])=[O:16])[CH3:2]. The catalyst class is: 202. (6) Reactant: Br[C:2]1[CH:3]=[C:4]2[C:8](=[C:9]([C:11]([NH2:13])=[O:12])[CH:10]=1)[NH:7][CH:6]=[C:5]2[CH:14]1[CH2:19][CH2:18][N:17]([S:20]([CH2:23][CH3:24])(=[O:22])=[O:21])[CH2:16][CH2:15]1.C([O-])([O-])=O.[Cs+].[Cs+].CC1(C)C(C)(C)OB([C:39]2[CH:40]=[C:41]([CH2:45][NH2:46])[CH:42]=[CH:43][CH:44]=2)O1. Product: [NH2:46][CH2:45][C:41]1[CH:40]=[C:39]([C:2]2[CH:3]=[C:4]3[C:8](=[C:9]([C:11]([NH2:13])=[O:12])[CH:10]=2)[NH:7][CH:6]=[C:5]3[CH:14]2[CH2:15][CH2:16][N:17]([S:20]([CH2:23][CH3:24])(=[O:22])=[O:21])[CH2:18][CH2:19]2)[CH:44]=[CH:43][CH:42]=1. The catalyst class is: 70. (7) Reactant: [Br:1][C:2]1[CH2:11][CH2:10][C:9]2[C:4](=[CH:5][CH:6]=[C:7]([F:12])[CH:8]=2)[C:3]=1[CH:13]=[O:14].ClC1C(=O)C(C#N)=C(C#N)C(=O)C=1Cl. Product: [Br:1][C:2]1[CH:11]=[CH:10][C:9]2[C:4](=[CH:5][CH:6]=[C:7]([F:12])[CH:8]=2)[C:3]=1[CH:13]=[O:14]. The catalyst class is: 11. (8) Reactant: [CH2:1]([N:3]1[C:7]2=[N:8][C:9]([CH2:32][CH3:33])=[C:10]([CH2:19][NH:20][C:21]([C:23]3[CH:24]=[C:25]([CH:29]=[CH:30][CH:31]=3)[C:26](O)=[O:27])=[O:22])[C:11]([NH:12][CH:13]3[CH2:18][CH2:17][O:16][CH2:15][CH2:14]3)=[C:6]2[CH:5]=[N:4]1)[CH3:2].[NH2:34][CH2:35][C:36]1[CH:37]=[CH:38][C:39]([F:50])=[C:40]([C:42]2[CH:47]=[CH:46][CH:45]=[C:44]([CH2:48][OH:49])[CH:43]=2)[CH:41]=1.C1CN([P+](ON2N=NC3C=CC=CC2=3)(N2CCCC2)N2CCCC2)CC1.F[P-](F)(F)(F)(F)F.C(N(C(C)C)CC)(C)C. Product: [CH2:1]([N:3]1[C:7]2=[N:8][C:9]([CH2:32][CH3:33])=[C:10]([CH2:19][NH:20][C:21]([C:23]3[CH:31]=[CH:30][CH:29]=[C:25]([C:26]([NH:34][CH2:35][C:36]4[CH:41]=[C:40]([C:42]5[CH:47]=[CH:46][CH:45]=[C:44]([CH2:48][OH:49])[CH:43]=5)[C:39]([F:50])=[CH:38][CH:37]=4)=[O:27])[CH:24]=3)=[O:22])[C:11]([NH:12][CH:13]3[CH2:18][CH2:17][O:16][CH2:15][CH2:14]3)=[C:6]2[CH:5]=[N:4]1)[CH3:2]. The catalyst class is: 3. (9) Reactant: [Cl:1][C:2]1[CH:3]=[C:4]([C:11]2[S:15][CH:14]=[N:13][CH:12]=2)[CH:5]=[C:6]([N+:8]([O-])=O)[CH:7]=1.[Sn](Cl)Cl.C([O-])(O)=O.[Na+]. Product: [Cl:1][C:2]1[CH:7]=[C:6]([NH2:8])[CH:5]=[C:4]([C:11]2[S:15][CH:14]=[N:13][CH:12]=2)[CH:3]=1. The catalyst class is: 8.